Dataset: Reaction yield outcomes from USPTO patents with 853,638 reactions. Task: Predict the reaction yield, written as a fraction of the theoretical maximum amount of product (1.0 means a 100% yield; for example, 0.34 means a 34% yield). (1) The reactants are [H-].[Na+].[OH:3][C:4]1[CH:13]=[C:12]2[C:7]([CH:8]=[CH:9][C:10]([C:14]#[N:15])=[CH:11]2)=[CH:6][CH:5]=1.[CH2:16](Br)[C:17]1[CH:22]=[CH:21][CH:20]=[CH:19][CH:18]=1.O. The yield is 0.900. The product is [CH2:16]([O:3][C:4]1[CH:13]=[C:12]2[C:7]([CH:8]=[CH:9][C:10]([C:14]#[N:15])=[CH:11]2)=[CH:6][CH:5]=1)[C:17]1[CH:22]=[CH:21][CH:20]=[CH:19][CH:18]=1. The catalyst is CS(C)=O. (2) The reactants are [OH:1][C@@:2]1([C:9]#[C:10][C:11]2[CH:12]=[C:13]([N:17]3[C:25]4[C:20](=[CH:21][C:22]([C:26]5[CH:27]=[N:28][N:29]([CH2:31][CH2:32][OH:33])[CH:30]=5)=[CH:23][CH:24]=4)[C:19]([C:34]([O:36]C)=O)=[N:18]3)[CH:14]=[CH:15][CH:16]=2)[CH2:6][CH2:5][N:4]([CH3:7])[C:3]1=[O:8].[NH3:38]. No catalyst specified. The product is [OH:1][C@@:2]1([C:9]#[C:10][C:11]2[CH:12]=[C:13]([N:17]3[C:25]4[C:20](=[CH:21][C:22]([C:26]5[CH:27]=[N:28][N:29]([CH2:31][CH2:32][OH:33])[CH:30]=5)=[CH:23][CH:24]=4)[C:19]([C:34]([NH2:38])=[O:36])=[N:18]3)[CH:14]=[CH:15][CH:16]=2)[CH2:6][CH2:5][N:4]([CH3:7])[C:3]1=[O:8]. The yield is 0.450. (3) The reactants are [OH:1][C:2]1([CH3:9])[CH2:7][CH2:6][C:5](=O)[CH2:4][CH2:3]1.[CH2:10]([NH2:17])[C:11]1[CH:16]=[CH:15][CH:14]=[CH:13][CH:12]=1.C(O)(=O)C.[BH-](OC(C)=O)(OC(C)=O)OC(C)=O.[Na+].[OH-].[Na+]. The product is [CH2:10]([NH:17][CH:5]1[CH2:6][CH2:7][C:2]([CH3:9])([OH:1])[CH2:3][CH2:4]1)[C:11]1[CH:16]=[CH:15][CH:14]=[CH:13][CH:12]=1. The catalyst is ClCCCl. The yield is 0.800. (4) The reactants are [Cl:1][C:2]1[C:3]([CH2:16][C:17]([OH:19])=O)=[C:4]2[C:9](=[CH:10][CH:11]=1)[N:8]=[CH:7][C:6]([CH2:12][N:13]([CH3:15])[CH3:14])=[N:5]2.C(C1NC=CN=1)(C1[NH:23]C=CN=1)=O.N. The catalyst is Cl.CN(C)C=O. The product is [Cl:1][C:2]1[C:3]([CH2:16][C:17]([NH2:23])=[O:19])=[C:4]2[C:9](=[CH:10][CH:11]=1)[N:8]=[CH:7][C:6]([CH2:12][N:13]([CH3:15])[CH3:14])=[N:5]2. The yield is 0.670. (5) The reactants are C(NC(C)C)(C)C.C([Li])CCC.[CH3:13][O:14][C:15](=[O:28])[CH2:16][C:17]1[CH:22]=[CH:21][CH:20]=[C:19]([S:23][C:24]([F:27])([F:26])[F:25])[CH:18]=1.I[CH2:30][CH:31]1[CH2:35][CH2:34][CH2:33][CH2:32]1. The catalyst is O1CCCC1.CN1CCCN(C)C1=O. The product is [CH3:13][O:14][C:15](=[O:28])[CH:16]([C:17]1[CH:22]=[CH:21][CH:20]=[C:19]([S:23][C:24]([F:27])([F:25])[F:26])[CH:18]=1)[CH2:30][CH:31]1[CH2:35][CH2:34][CH2:33][CH2:32]1. The yield is 0.890. (6) The reactants are C[C:2]([CH3:5])([O-:4])C.[K+].[S:7]1[C:11]([CH:12]=O)=[CH:10][N:9]=[CH:8]1.C1C[O:17][CH2:16][CH2:15]1. No catalyst specified. The product is [S:7]1[C:11](/[CH:12]=[CH:15]/[C:16]([O:4][CH2:2][CH3:5])=[O:17])=[CH:10][N:9]=[CH:8]1. The yield is 0.823. (7) The reactants are N[C:2]1[CH:7]=[C:6]([C:8]([F:11])([F:10])[F:9])[CH:5]=[CH:4][C:3]=1[S:12]([NH:15][C:16]1[CH:17]=[CH:18][C:19]([O:26][CH3:27])=[C:20]2[C:25]=1[N:24]=[CH:23][CH:22]=[CH:21]2)(=[O:14])=[O:13].N(OC(C)(C)C)=O.CC(O)=O. The catalyst is C1COCC1. The product is [CH3:27][O:26][C:19]1[CH:18]=[C:17]2[C:16](=[C:25]3[C:20]=1[CH:21]=[CH:22][CH:23]=[N:24]3)[NH:15][S:12](=[O:14])(=[O:13])[C:3]1[C:4]2=[CH:5][C:6]([C:8]([F:9])([F:11])[F:10])=[CH:7][CH:2]=1. The yield is 0.0500. (8) The product is [CH2:14]([O:1][C:2]1[CH:10]=[C:9]2[C:5]([CH2:6][NH:7][C:8]2=[O:11])=[CH:4][CH:3]=1)[C:13]#[CH:12]. The catalyst is CC(C)=O. The yield is 0.680. The reactants are [OH:1][C:2]1[CH:10]=[C:9]2[C:5]([CH2:6][NH:7][C:8]2=[O:11])=[CH:4][CH:3]=1.[CH2:12](Br)[C:13]#[CH:14].C([O-])([O-])=O.[K+].[K+].